Predict the reactants needed to synthesize the given product. From a dataset of Retrosynthesis with 50K atom-mapped reactions and 10 reaction types from USPTO. Given the product COc1ccc([N+](=O)[O-])c(N[C@@H](CSC)C(=O)O)c1, predict the reactants needed to synthesize it. The reactants are: CSC[C@H](Nc1cc(F)ccc1[N+](=O)[O-])C(=O)O.C[O-].